This data is from Full USPTO retrosynthesis dataset with 1.9M reactions from patents (1976-2016). The task is: Predict the reactants needed to synthesize the given product. (1) The reactants are: [CH3:1][C:2]1([CH2:7][C:8]2[CH:9]=[C:10]([NH2:14])[CH:11]=[CH:12][CH:13]=2)[O:6][CH2:5][CH2:4][O:3]1.[CH2:15]([N:22]=[C:23]=[O:24])[C:16]1[CH:21]=[CH:20][CH:19]=[CH:18][CH:17]=1. Given the product [CH2:15]([NH:22][C:23]([NH:14][C:10]1[CH:11]=[CH:12][CH:13]=[C:8]([CH2:7][C:2]2([CH3:1])[O:3][CH2:4][CH2:5][O:6]2)[CH:9]=1)=[O:24])[C:16]1[CH:21]=[CH:20][CH:19]=[CH:18][CH:17]=1, predict the reactants needed to synthesize it. (2) Given the product [NH2:18][C:17]1[C:13]([C:12]2[N:8]([CH2:7][C:6]3[CH:5]=[CH:4][C:3]([O:2][CH3:1])=[CH:40][CH:39]=3)[C:9](=[O:38])[N:10]([CH2:30][CH2:31][N:32]3[CH2:37][CH2:36][O:35][CH2:34][CH2:33]3)[N:11]=2)=[N:14][N:15]([CH2:21][C:22]2[CH:27]=[CH:26][C:25]([O:28][CH3:29])=[CH:24][CH:23]=2)[CH:16]=1, predict the reactants needed to synthesize it. The reactants are: [CH3:1][O:2][C:3]1[CH:40]=[CH:39][C:6]([CH2:7][N:8]2[C:12]([C:13]3[C:17]([N+:18]([O-])=O)=[CH:16][N:15]([CH2:21][C:22]4[CH:27]=[CH:26][C:25]([O:28][CH3:29])=[CH:24][CH:23]=4)[N:14]=3)=[N:11][N:10]([CH2:30][CH2:31][N:32]3[CH2:37][CH2:36][O:35][CH2:34][CH2:33]3)[C:9]2=[O:38])=[CH:5][CH:4]=1. (3) Given the product [CH3:9][S:8][C:4]1[N:3]=[C:2]([C:18]#[C:17][C:19]2[CH:24]=[CH:23][N:22]=[C:21]([S:25][CH3:26])[N:20]=2)[CH:7]=[CH:6][N:5]=1, predict the reactants needed to synthesize it. The reactants are: I[C:2]1[CH:7]=[CH:6][N:5]=[C:4]([S:8][CH3:9])[N:3]=1.C(N(CC)CC)C.[C:17]([C:19]1[CH:24]=[CH:23][N:22]=[C:21]([S:25][CH3:26])[N:20]=1)#[CH:18].C(OCC)(=O)C. (4) The reactants are: [CH3:1][O:2][C:3]1[CH:8]=[CH:7][CH:6]=[CH:5][C:4]=1[C:9]1[N:17]2[C:12]([S:13][CH2:14][C:15]([C:18]3[CH:23]=[CH:22][C:21]([N+:24]([O-])=O)=[CH:20][CH:19]=3)=[N:16]2)=[N:11][N:10]=1. Given the product [NH2:24][C:21]1[CH:22]=[CH:23][C:18]([C:15]2[CH2:14][S:13][C:12]3=[N:11][N:10]=[C:9]([C:4]4[CH:5]=[CH:6][CH:7]=[CH:8][C:3]=4[O:2][CH3:1])[N:17]3[N:16]=2)=[CH:19][CH:20]=1, predict the reactants needed to synthesize it. (5) Given the product [Si:6]([O:5][CH2:4][C:3]1[CH:13]=[C:14]([C:17]([F:20])([F:19])[F:18])[CH:15]=[CH:16][C:2]=1[C:26]1([OH:32])[CH2:31][CH2:30][CH2:29][CH2:28][CH2:27]1)([C:9]([CH3:12])([CH3:11])[CH3:10])([CH3:8])[CH3:7], predict the reactants needed to synthesize it. The reactants are: Br[C:2]1[CH:16]=[CH:15][C:14]([C:17]([F:20])([F:19])[F:18])=[CH:13][C:3]=1[CH2:4][O:5][Si:6]([C:9]([CH3:12])([CH3:11])[CH3:10])([CH3:8])[CH3:7].C([Li])CCC.[C:26]1(=[O:32])[CH2:31][CH2:30][CH2:29][CH2:28][CH2:27]1. (6) Given the product [CH3:6][C:5]1([CH3:14])[CH:4]=[C:3]([CH3:2])[C:16]2[C:2](=[CH:3][CH:4]=[C:5]3[C:6]=2[C:7](=[O:15])[O:8][C:9]2[C:14]3=[CH:13][CH:12]=[CH:11][N:10]=2)[NH:1]1, predict the reactants needed to synthesize it. The reactants are: [NH2:1][C:2]1[CH:3]=[CH:4][C:5]2[C:14]3[C:9](=[N:10][CH:11]=[CH:12][CH:13]=3)[O:8][C:7](=[O:15])[C:6]=2[CH:16]=1.II. (7) The reactants are: [O-:1][CH2:2][CH3:3].CN(P(=N[P+](N=P(N(C)C)(N(C)C)N(C)C)(N=P(N(C)C)(N(C)C)N(C)C)N=[PH2]N(CC[CH2:29][CH2:30][CH2:31][CH2:32][CH2:33][CH3:34])CCCCCCCC)(N(C)C)N(C)C)C. Given the product [CH2:2]([O:1][C:29]1[CH:30]=[CH:31][CH:32]=[CH:33][CH:34]=1)[CH3:3], predict the reactants needed to synthesize it. (8) Given the product [O:1]1[C:6]2[CH:7]=[CH:8][C:9]([C:11]3[N:16]4[N:17]=[C:18]([NH:20][C:28](=[O:31])[CH:29]=[CH2:30])[N:19]=[C:15]4[CH:14]=[CH:13][CH:12]=3)=[CH:10][C:5]=2[O:4][CH2:3][CH2:2]1, predict the reactants needed to synthesize it. The reactants are: [O:1]1[C:6]2[CH:7]=[CH:8][C:9]([C:11]3[N:16]4[N:17]=[C:18]([NH2:20])[N:19]=[C:15]4[CH:14]=[CH:13][CH:12]=3)=[CH:10][C:5]=2[O:4][CH2:3][CH2:2]1.C(N(CC)CC)C.[C:28](Cl)(=[O:31])[CH:29]=[CH2:30]. (9) Given the product [CH3:35][S:36]([OH:39])(=[O:38])=[O:37].[S:1]1[C:5]2[CH:6]=[CH:7][CH:8]=[CH:9][C:4]=2[C:3]([N:10]2[CH2:15][CH2:14][N:13]([CH2:16][CH2:17][C:18]3[CH:19]=[C:20]4[C:24](=[CH:25][CH:26]=3)[C:23]([CH3:28])([CH3:27])[CH:22]([N:29]([CH2:33][CH3:34])[C:30](=[O:32])[CH3:31])[CH2:21]4)[CH2:12][CH2:11]2)=[N:2]1, predict the reactants needed to synthesize it. The reactants are: [S:1]1[C:5]2[CH:6]=[CH:7][CH:8]=[CH:9][C:4]=2[C:3]([N:10]2[CH2:15][CH2:14][N:13]([CH2:16][CH2:17][C:18]3[CH:19]=[C:20]4[C:24](=[CH:25][CH:26]=3)[C:23]([CH3:28])([CH3:27])[CH:22]([N:29]([CH2:33][CH3:34])[C:30](=[O:32])[CH3:31])[CH2:21]4)[CH2:12][CH2:11]2)=[N:2]1.[CH3:35][S:36]([OH:39])(=[O:38])=[O:37].